Dataset: Reaction yield outcomes from USPTO patents with 853,638 reactions. Task: Predict the reaction yield, written as a fraction of the theoretical maximum amount of product (1.0 means a 100% yield; for example, 0.34 means a 34% yield). The reactants are [CH3:1][O:2][C:3]1[CH:4]=[C:5]2[C:10](=[CH:11][C:12]=1[O:13][CH3:14])[C:9]([CH2:15][CH2:16][CH3:17])=[N:8][C:7]([OH:18])=[CH:6]2.[ClH:19].[Cl:20][CH2:21][C:22]1[C:23]([NH:34][CH2:35][C:36]([F:39])([F:38])[F:37])=[N:24][C:25]2[C:30]([CH:31]=1)=[CH:29][C:28]([O:32][CH3:33])=[CH:27][CH:26]=2.[Li+].[OH-]. The catalyst is C1COCC1.C(Cl)Cl. The product is [ClH:20].[ClH:19].[CH3:1][O:2][C:3]1[CH:4]=[C:5]2[C:10](=[CH:11][C:12]=1[O:13][CH3:14])[C:9]([CH2:15][CH2:16][CH3:17])=[N:8][C:7]([OH:18])=[C:6]2[CH2:21][C:22]1[C:23]([NH:34][CH2:35][C:36]([F:39])([F:37])[F:38])=[N:24][C:25]2[C:30]([CH:31]=1)=[CH:29][C:28]([O:32][CH3:33])=[CH:27][CH:26]=2. The yield is 0.110.